This data is from Reaction yield outcomes from USPTO patents with 853,638 reactions. The task is: Predict the reaction yield, written as a fraction of the theoretical maximum amount of product (1.0 means a 100% yield; for example, 0.34 means a 34% yield). (1) The reactants are C(N(C(C)C)CC)(C)C.[NH2:10][C:11]1[C:19]([O:20][CH3:21])=[CH:18][CH:17]=[CH:16][C:12]=1[C:13]([OH:15])=[O:14].[C:22]1([C:32](Cl)=O)[C:31]2[C:26](=[CH:27][CH:28]=[CH:29][CH:30]=2)[CH:25]=[CH:24][CH:23]=1.CN(C(ON1N=NC2C=CC=NC1=2)=[N+](C)C)C.F[P-](F)(F)(F)(F)F. No catalyst specified. The product is [CH3:21][O:20][C:19]1[C:11]2[N:10]=[C:32]([C:22]3[C:31]4[C:26](=[CH:27][CH:28]=[CH:29][CH:30]=4)[CH:25]=[CH:24][CH:23]=3)[O:14][C:13](=[O:15])[C:12]=2[CH:16]=[CH:17][CH:18]=1. The yield is 0.980. (2) The product is [Br:22][C:16]1[C:6]([O:7][C:8]2[CH:15]=[CH:14][C:11]([C:12]#[N:13])=[CH:10][CH:9]=2)=[C:5]([CH:1]([CH2:3][CH3:4])[CH3:2])[C:19]([O:20][CH3:21])=[CH:18][CH:17]=1. The reactants are [CH:1]([C:5]1[C:19]([O:20][CH3:21])=[CH:18][CH:17]=[CH:16][C:6]=1[O:7][C:8]1[CH:15]=[CH:14][C:11]([C:12]#[N:13])=[CH:10][CH:9]=1)([CH2:3][CH3:4])[CH3:2].[Br:22]N1C(=O)CCC1=O.[O-][Si]([O-])=O.[Mg+2]. The yield is 0.810. The catalyst is C(#N)C.